From a dataset of Full USPTO retrosynthesis dataset with 1.9M reactions from patents (1976-2016). Predict the reactants needed to synthesize the given product. (1) Given the product [Cl:1][C:2]1[CH:3]=[C:4]([NH:8][C:9](=[O:21])[C:10](=[CH:26][C:25]2[CH:28]=[C:29]([O:33][CH3:34])[C:30]([O:31][CH3:32])=[C:23]([Br:22])[CH:24]=2)[C:11]([NH:13][C:14]2[CH:19]=[CH:18][CH:17]=[C:16]([Cl:20])[CH:15]=2)=[O:12])[CH:5]=[CH:6][CH:7]=1, predict the reactants needed to synthesize it. The reactants are: [Cl:1][C:2]1[CH:3]=[C:4]([NH:8][C:9](=[O:21])[CH2:10][C:11]([NH:13][C:14]2[CH:19]=[CH:18][CH:17]=[C:16]([Cl:20])[CH:15]=2)=[O:12])[CH:5]=[CH:6][CH:7]=1.[Br:22][C:23]1[CH:24]=[C:25]([CH:28]=[C:29]([O:33][CH3:34])[C:30]=1[O:31][CH3:32])[CH:26]=O. (2) Given the product [CH3:1][N:2]([CH2:4][CH2:5][CH:6]([O:13][C:15]1[CH:20]=[CH:19][CH:18]=[CH:17][C:16]=1[CH3:21])[C:7]1[CH:12]=[CH:11][CH:10]=[CH:9][CH:8]=1)[CH3:3], predict the reactants needed to synthesize it. The reactants are: [CH3:1][N:2]([CH2:4][CH2:5][CH:6]([OH:13])[C:7]1[CH:12]=[CH:11][CH:10]=[CH:9][CH:8]=1)[CH3:3].I[C:15]1[CH:20]=[CH:19][CH:18]=[CH:17][C:16]=1[CH3:21].C(=O)([O-])[O-].[Cs+].[Cs+]. (3) Given the product [O:34]1[CH2:35][CH:36]=[C:37]([C:2]2[CH:7]=[CH:6][C:5]([N:8]3[CH2:13][CH2:12][O:11][CH2:10][CH2:9]3)=[CH:4][C:3]=2[NH:14][C:15]2[C:24]3[C:19](=[CH:20][C:21]([F:26])=[CH:22][C:23]=3[F:25])[N:18]=[C:17]([C:27]3[CH:32]=[CH:31][CH:30]=[CH:29][N:28]=3)[C:16]=2[CH3:33])[CH2:38][CH2:39]1, predict the reactants needed to synthesize it. The reactants are: Cl[C:2]1[CH:7]=[CH:6][C:5]([N:8]2[CH2:13][CH2:12][O:11][CH2:10][CH2:9]2)=[CH:4][C:3]=1[NH:14][C:15]1[C:24]2[C:19](=[CH:20][C:21]([F:26])=[CH:22][C:23]=2[F:25])[N:18]=[C:17]([C:27]2[CH:32]=[CH:31][CH:30]=[CH:29][N:28]=2)[C:16]=1[CH3:33].[O:34]1[CH2:39][CH:38]=[C:37](B2OC(C)(C)C(C)(C)O2)[CH2:36][CH2:35]1.C1(P(C2CCCCC2)C2CCCCC2)CCCCC1.[O-]P([O-])([O-])=O.[K+].[K+].[K+]. (4) The reactants are: [OH:1][C:2]1[C:3]([C:24]([O:26][CH2:27][C:28]2[CH:33]=[CH:32][CH:31]=[CH:30][CH:29]=2)=[O:25])=[CH:4][N:5]([CH:9]([CH2:22][CH3:23])[C:10](=[O:21])[NH:11][C:12]2[CH:17]=[CH:16][N:15]3[N:18]=[CH:19][CH:20]=[C:14]3[CH:13]=2)[C:6](=[O:8])[CH:7]=1.C(N(CC)CC)C.[F:41][C:42]([F:65])([F:64])[S:43](C([S:43]([C:42]([F:65])([F:64])[F:41])(=[O:45])=[O:44])C1C=CC(C(C)(C)C)=CC=1)(=[O:45])=[O:44].CN(C)C=O. Given the product [O:8]=[C:6]1[N:5]([CH:9]([CH2:22][CH3:23])[C:10](=[O:21])[NH:11][C:12]2[CH:17]=[CH:16][N:15]3[N:18]=[CH:19][CH:20]=[C:14]3[CH:13]=2)[CH:4]=[C:3]([C:24]([O:26][CH2:27][C:28]2[CH:33]=[CH:32][CH:31]=[CH:30][CH:29]=2)=[O:25])[C:2]([O:1][S:43]([C:42]([F:65])([F:64])[F:41])(=[O:45])=[O:44])=[CH:7]1, predict the reactants needed to synthesize it. (5) Given the product [CH3:45][O:46][C:28]1[CH:29]=[C:6]([O:5][CH3:4])[CH:7]=[CH:8][C:9]=1[CH2:10][N:31]([CH2:30][C:7]1[C:8]2[O:12][N:11]=[C:10]([CH2:13][CH2:14][CH:15]3[CH2:20][CH2:19][NH:18][CH2:17][CH2:16]3)[C:9]=2[CH:28]=[CH:29][C:6]=1[O:5][CH2:4][CH:1]1[CH2:2][CH2:3]1)[CH3:32], predict the reactants needed to synthesize it. The reactants are: [CH:1]1([CH2:4][O:5][C:6]2[CH:29]=[CH:28][C:9]3[C:10]([CH2:13][CH2:14][CH:15]4[CH2:20][CH2:19][N:18](C(OC(C)(C)C)=O)[CH2:17][CH2:16]4)=[N:11][O:12][C:8]=3[C:7]=2[CH2:30][NH:31][CH2:32]CC2C=CC(OC)=CC=2OC)[CH2:3][CH2:2]1.Cl.[CH3:45][OH:46]. (6) Given the product [Cl:1][C:2]1[CH:17]=[CH:16][C:5]([CH2:6][CH2:7][O:8][C:9]2[N:10]=[N:11][C:12]([C:24]3[CH:25]=[C:20]([CH:21]=[CH:22][CH:23]=3)[NH2:19])=[CH:13][CH:14]=2)=[CH:4][CH:3]=1, predict the reactants needed to synthesize it. The reactants are: [Cl:1][C:2]1[CH:17]=[CH:16][C:5]([CH2:6][CH2:7][O:8][C:9]2[N:10]=[N:11][C:12](I)=[CH:13][CH:14]=2)=[CH:4][CH:3]=1.Cl.[NH2:19][C:20]1[CH:21]=[C:22](B(O)O)[CH:23]=[CH:24][CH:25]=1.C(=O)([O-])[O-].[Na+].[Na+]. (7) Given the product [CH3:3][S:4]([C:7]1[S:11][CH:10]=[C:9]([C:12]2[C:21]3[C:16](=[CH:17][C:18]([C:22]4[CH:23]=[CH:24][C:25]([O:28][C:29]([F:32])([F:31])[F:30])=[CH:26][CH:27]=4)=[CH:19][CH:20]=3)[CH:15]=[C:14]([C:33]([OH:35])=[O:34])[CH:13]=2)[CH:8]=1)(=[O:5])=[O:6], predict the reactants needed to synthesize it. The reactants are: [Li+].[OH-].[CH3:3][S:4]([C:7]1[S:11][CH:10]=[C:9]([C:12]2[C:21]3[C:16](=[CH:17][C:18]([C:22]4[CH:27]=[CH:26][C:25]([O:28][C:29]([F:32])([F:31])[F:30])=[CH:24][CH:23]=4)=[CH:19][CH:20]=3)[CH:15]=[C:14]([C:33]([O:35]CC)=[O:34])[CH:13]=2)[CH:8]=1)(=[O:6])=[O:5]. (8) Given the product [CH3:14][O:15][N:16]=[C:17]([C:20]1[CH:21]=[CH:22][C:23]([CH3:26])=[CH:24][CH:25]=1)[CH2:18][N:3]1[C:4]2[C:9](=[CH:8][CH:7]=[CH:6][CH:5]=2)[CH:10]=[CH:11][C:2]1=[O:1], predict the reactants needed to synthesize it. The reactants are: [OH:1][C:2]1[CH:11]=[CH:10][C:9]2[C:4](=[CH:5][CH:6]=[CH:7][CH:8]=2)[N:3]=1.[H-].[Na+].[CH3:14][O:15][N:16]=[C:17]([C:20]1[CH:25]=[CH:24][C:23]([CH3:26])=[CH:22][CH:21]=1)[CH2:18]Br. (9) Given the product [Si:23]([O:8][CH2:7][CH:6]([OH:9])[CH2:5][O:4][C:3]1[CH:10]=[CH:11][C:12]([C:14]([F:16])([F:15])[F:17])=[CH:13][C:2]=1[I:1])([C:26]([CH3:29])([CH3:28])[CH3:27])([CH3:25])[CH3:24], predict the reactants needed to synthesize it. The reactants are: [I:1][C:2]1[CH:13]=[C:12]([C:14]([F:17])([F:16])[F:15])[CH:11]=[CH:10][C:3]=1[O:4][CH2:5][CH:6]([OH:9])[CH2:7][OH:8].N1C=CN=C1.[Si:23](Cl)([C:26]([CH3:29])([CH3:28])[CH3:27])([CH3:25])[CH3:24]. (10) Given the product [CH2:7]([O:6][C:4](=[O:5])/[CH:9]=[CH:35]/[C:34]1[CH:33]=[N:32][CH:31]=[C:30]([Cl:29])[CH:37]=1)[CH3:8], predict the reactants needed to synthesize it. The reactants are: [H-].[Na+].[Br-].[C:4]([CH2:9][P+](C1C=CC=CC=1)(C1C=CC=CC=1)C1C=CC=CC=1)([O:6][CH2:7][CH3:8])=[O:5].[Cl:29][C:30]1[CH:31]=[N:32][CH:33]=[C:34]([CH:37]=1)[CH:35]=O.Cl.